The task is: Predict the reaction yield, written as a fraction of the theoretical maximum amount of product (1.0 means a 100% yield; for example, 0.34 means a 34% yield).. This data is from Reaction yield outcomes from USPTO patents with 853,638 reactions. (1) The reactants are [H-].[H-].[H-].[H-].[Li+].[Al+3].C(OC(C1NC2C(C=1)=C([N+]([O-])=O)C=CC=2)=O)C.C(O[C:27]([C:29]1[NH:30][C:31]2[C:36]([CH:37]=1)=[CH:35][CH:34]=[C:33]([N+:38]([O-])=O)[CH:32]=2)=O)C.[OH-].[Na+]. The catalyst is C1COCC1.O. The product is [CH3:27][C:29]1[NH:30][C:31]2[C:36]([CH:37]=1)=[CH:35][CH:34]=[C:33]([NH2:38])[CH:32]=2. The yield is 0.0800. (2) The reactants are [NH2:1][C:2]1[CH:3]=[C:4]([CH:21]=[CH:22][CH:23]=1)[O:5][C:6]1[CH:7]=[CH:8][C:9]2[N:10]([CH:12]=[C:13]([NH:15][C:16]([CH:18]3[CH2:20][CH2:19]3)=[O:17])[N:14]=2)[N:11]=1.[F:24][C:25]1[CH:33]=[CH:32][C:28]([C:29](O)=[O:30])=[CH:27][C:26]=1[C:34]([F:37])([F:36])[F:35].ON1C2C=CC=CC=2N=N1.Cl.C(N=C=NCCCN(C)C)C. The catalyst is CN(C)C=O. The product is [CH:18]1([C:16]([NH:15][C:13]2[N:14]=[C:9]3[CH:8]=[CH:7][C:6]([O:5][C:4]4[CH:3]=[C:2]([NH:1][C:29](=[O:30])[C:28]5[CH:32]=[CH:33][C:25]([F:24])=[C:26]([C:34]([F:37])([F:35])[F:36])[CH:27]=5)[CH:23]=[CH:22][CH:21]=4)=[N:11][N:10]3[CH:12]=2)=[O:17])[CH2:20][CH2:19]1. The yield is 0.760. (3) The reactants are [O:1]1[CH2:6][CH2:5][CH2:4][O:3][CH:2]1[C:7]1[CH:8]=[CH:9][C:10]([C:13]2[S:21][C:20]3[C:15](=[N:16][CH:17]=[CH:18][C:19]=3Cl)[CH:14]=2)=[N:11][CH:12]=1.C(=O)([O-])[O-].[Na+].[Na+].[N+:29]([C:32]1[CH:37]=[CH:36][C:35]([OH:38])=[C:34]([F:39])[CH:33]=1)([O-:31])=[O:30]. The catalyst is C1(OC2C=CC=CC=2)C=CC=CC=1.C(Cl)Cl. The product is [O:1]1[CH2:6][CH2:5][CH2:4][O:3][CH:2]1[C:7]1[CH:8]=[CH:9][C:10]([C:13]2[S:21][C:20]3[C:15](=[N:16][CH:17]=[CH:18][C:19]=3[O:38][C:35]3[CH:36]=[CH:37][C:32]([N+:29]([O-:31])=[O:30])=[CH:33][C:34]=3[F:39])[CH:14]=2)=[N:11][CH:12]=1. The yield is 0.820.